The task is: Predict the product of the given reaction.. This data is from Forward reaction prediction with 1.9M reactions from USPTO patents (1976-2016). Given the reactants [OH:1][C:2]1[CH:3]=[C:4]2[C:9](=[CH:10][CH:11]=1)[CH2:8][CH:7]([CH2:12][OH:13])[CH2:6][CH2:5]2.CCN(CC)CC.[CH3:21][S:22](Cl)(=[O:24])=[O:23], predict the reaction product. The product is: [CH3:21][S:22]([O:13][CH2:12][CH:7]1[CH2:6][CH2:5][C:4]2[C:9](=[CH:10][CH:11]=[C:2]([O:1][S:22]([CH3:21])(=[O:24])=[O:23])[CH:3]=2)[CH2:8]1)(=[O:24])=[O:23].